This data is from Retrosynthesis with 50K atom-mapped reactions and 10 reaction types from USPTO. The task is: Predict the reactants needed to synthesize the given product. (1) Given the product COc1ccc(CNc2ccc(Cl)cc2C(O)c2cccc(OC)c2OC(F)F)c(OC)c1, predict the reactants needed to synthesize it. The reactants are: COc1ccc(C=O)c(OC)c1.COc1cccc(C(O)c2cc(Cl)ccc2N)c1OC(F)F. (2) Given the product O=C(c1ccccc1)N1CC[C@H](NCc2ccnc3ccccc23)C[C@H]1Cc1ccccc1, predict the reactants needed to synthesize it. The reactants are: O=C(c1ccccc1)N1CC[C@H](N(Cc2ccnc3ccccc23)C(=O)C(F)(F)F)C[C@H]1Cc1ccccc1. (3) Given the product NC(=O)c1cccc(-c2ccc(CNCCC3CC4CCC3C4)cn2)c1, predict the reactants needed to synthesize it. The reactants are: NC(=O)c1cccc(-c2ccc(C=O)cn2)c1.NCCC1CC2CCC1C2. (4) Given the product CC(C)(C)OC(=O)N1CCC[C@H]1COc1cncc(N2CC3CCC(C3)C2)c1, predict the reactants needed to synthesize it. The reactants are: C1CC2CNCC1C2.CC(C)(C)OC(=O)N1CCC[C@H]1COc1cncc(Br)c1.